From a dataset of Peptide-MHC class I binding affinity with 185,985 pairs from IEDB/IMGT. Regression. Given a peptide amino acid sequence and an MHC pseudo amino acid sequence, predict their binding affinity value. This is MHC class I binding data. (1) The peptide sequence is ESNIEIMDK. The MHC is HLA-A03:01 with pseudo-sequence HLA-A03:01. The binding affinity (normalized) is 0.108. (2) The binding affinity (normalized) is 0. The peptide sequence is IKYIQYGVY. The MHC is Mamu-B17 with pseudo-sequence Mamu-B17. (3) The peptide sequence is MPICMDVRAI. The MHC is HLA-B35:01 with pseudo-sequence HLA-B35:01. The binding affinity (normalized) is 0.579. (4) The peptide sequence is GELDRWEKI. The MHC is HLA-A31:01 with pseudo-sequence HLA-A31:01. The binding affinity (normalized) is 0. (5) The peptide sequence is RLAVENLLY. The MHC is HLA-B58:01 with pseudo-sequence HLA-B58:01. The binding affinity (normalized) is 0.0847. (6) The peptide sequence is IATLYCVHQK. The MHC is HLA-A11:01 with pseudo-sequence HLA-A11:01. The binding affinity (normalized) is 0.312. (7) The peptide sequence is NRVTQDFTEV. The MHC is Mamu-B03 with pseudo-sequence Mamu-B03. The binding affinity (normalized) is 0.149. (8) The peptide sequence is LMPTAPPEDPA. The MHC is Mamu-B01 with pseudo-sequence Mamu-B01. The binding affinity (normalized) is 0. (9) The peptide sequence is SINVTIPEQY. The MHC is HLA-A03:01 with pseudo-sequence HLA-A03:01. The binding affinity (normalized) is 0.0889.